The task is: Predict the reactants needed to synthesize the given product.. This data is from Full USPTO retrosynthesis dataset with 1.9M reactions from patents (1976-2016). (1) Given the product [S:22]1[CH:23]=[CH:24][CH:25]=[C:21]1[C:6]1[NH:7][C:8]2=[N:9][CH:10]=[CH:11][CH:12]=[C:13]2[CH:14]=1, predict the reactants needed to synthesize it. The reactants are: C(O[C:6](=O)[NH:7][C:8]1[C:13]([CH3:14])=[CH:12][CH:11]=[CH:10][N:9]=1)(C)(C)C.CON(C)C([C:21]1[S:22][CH:23]=[CH:24][CH:25]=1)=O.[Li]CCCC. (2) Given the product [CH3:1][N:2]1[C:19]2[CH:18]=[C:17]3[O:20][CH2:21][CH2:22][O:23][C:16]3=[CH:15][C:14]=2[C:4]2([C:12]3[C:7](=[CH:8][CH:9]=[CH:10][CH:11]=3)[N:6]([CH2:33][C:34]3[CH:39]=[CH:38][CH:37]=[CH:36][N:35]=3)[C:5]2=[O:13])[C:3]1=[O:24], predict the reactants needed to synthesize it. The reactants are: [CH3:1][N:2]1[C:19]2[CH:18]=[C:17]3[O:20][CH2:21][CH2:22][O:23][C:16]3=[CH:15][C:14]=2[C:4]2([C:12]3[C:7](=[CH:8][CH:9]=[CH:10][CH:11]=3)[NH:6][C:5]2=[O:13])[C:3]1=[O:24].C(=O)([O-])[O-].[Cs+].[Cs+].Br.Br[CH2:33][C:34]1[CH:39]=[CH:38][CH:37]=[CH:36][N:35]=1. (3) Given the product [ClH:41].[N:8]1([C:5]2[CH:6]=[CH:7][C:2]([NH:1][S:38]([C:35]3[CH:36]=[CH:37][C:32]([CH3:42])=[CH:33][CH:34]=3)(=[O:40])=[O:39])=[C:3]([NH:22][S:23]([C:26]3[CH:27]=[CH:28][CH:29]=[CH:30][CH:31]=3)(=[O:25])=[O:24])[CH:4]=2)[CH2:14][CH2:13][CH2:12][NH:11][CH2:10][CH2:9]1, predict the reactants needed to synthesize it. The reactants are: [NH2:1][C:2]1[CH:7]=[CH:6][C:5]([N:8]2[CH2:14][CH2:13][CH2:12][N:11](C(OC(C)(C)C)=O)[CH2:10][CH2:9]2)=[CH:4][C:3]=1[NH:22][S:23]([C:26]1[CH:31]=[CH:30][CH:29]=[CH:28][CH:27]=1)(=[O:25])=[O:24].[C:32]1([CH3:42])[CH:37]=[CH:36][C:35]([S:38]([Cl:41])(=[O:40])=[O:39])=[CH:34][CH:33]=1. (4) Given the product [C:45]([N:48]1[CH2:53][CH2:52][N:51]([CH2:2][C:3]2[CH:8]=[CH:7][C:6]([CH2:9][N:10]3[CH2:23][CH2:22][CH2:21][N:20]([C:24]([O:26][C:27]([CH3:30])([CH3:29])[CH3:28])=[O:25])[CH2:19][CH2:18][N:17]([C:31]([O:33][C:34]([CH3:37])([CH3:36])[CH3:35])=[O:32])[CH2:16][CH2:15][CH2:14][N:13]([C:38]([O:40][C:41]([CH3:44])([CH3:43])[CH3:42])=[O:39])[CH2:12][CH2:11]3)=[CH:5][CH:4]=2)[CH2:50][CH2:49]1)(=[O:47])[CH3:46], predict the reactants needed to synthesize it. The reactants are: Br[CH2:2][C:3]1[CH:8]=[CH:7][C:6]([CH2:9][N:10]2[CH2:23][CH2:22][CH2:21][N:20]([C:24]([O:26][C:27]([CH3:30])([CH3:29])[CH3:28])=[O:25])[CH2:19][CH2:18][N:17]([C:31]([O:33][C:34]([CH3:37])([CH3:36])[CH3:35])=[O:32])[CH2:16][CH2:15][CH2:14][N:13]([C:38]([O:40][C:41]([CH3:44])([CH3:43])[CH3:42])=[O:39])[CH2:12][CH2:11]2)=[CH:5][CH:4]=1.[C:45]([N:48]1[CH2:53][CH2:52][NH:51][CH2:50][CH2:49]1)(=[O:47])[CH3:46].C(=O)([O-])[O-].[K+].[K+].